Dataset: Forward reaction prediction with 1.9M reactions from USPTO patents (1976-2016). Task: Predict the product of the given reaction. (1) Given the reactants C(N(C(C)C)CC)(C)C.FC(F)(F)C(O)=O.[CH3:17][O:18][C:19](=[O:38])[CH2:20][C:21]1[CH:30]=[C:29]([CH:31]2[CH2:36][CH2:35][NH:34][CH2:33][CH2:32]2)[C:28]2[C:23](=[CH:24][CH:25]=[C:26]([F:37])[CH:27]=2)[CH:22]=1.[N:39]1[CH:44]=[CH:43][C:42]([S:45](Cl)(=[O:47])=[O:46])=[CH:41][CH:40]=1, predict the reaction product. The product is: [CH3:17][O:18][C:19](=[O:38])[CH2:20][C:21]1[CH:30]=[C:29]([CH:31]2[CH2:36][CH2:35][N:34]([S:45]([C:42]3[CH:43]=[CH:44][N:39]=[CH:40][CH:41]=3)(=[O:47])=[O:46])[CH2:33][CH2:32]2)[C:28]2[C:23](=[CH:24][CH:25]=[C:26]([F:37])[CH:27]=2)[CH:22]=1. (2) The product is: [CH2:20]([C:10]1[C:11]2[C:12]([NH2:17])=[CH:13][CH:14]=[CH:15][C:16]=2[N:8]([CH2:7][C:4]2[CH:5]=[CH:6][N:2]([CH3:1])[N:3]=2)[N:9]=1)[CH3:21]. Given the reactants [CH3:1][N:2]1[CH:6]=[CH:5][C:4]([CH2:7][N:8]2[C:16]3[C:11](=[C:12]([N+:17]([O-])=O)[CH:13]=[CH:14][CH:15]=3)[C:10]([CH:20]=[CH2:21])=[N:9]2)=[N:3]1, predict the reaction product. (3) Given the reactants [NH2:1][C:2]1[CH:7]=[CH:6][C:5]([C:8]#[C:9][C:10]2[N:11]([CH2:23][CH3:24])[C:12]3[C:17]([C:18]=2[C:19]#[N:20])=[CH:16][CH:15]=[C:14]([O:21][CH3:22])[CH:13]=3)=[CH:4][CH:3]=1.[Cl:25][CH2:26][CH2:27][N:28]=[C:29]=[O:30], predict the reaction product. The product is: [Cl:25][CH2:26][CH2:27][NH:28][C:29]([NH:1][C:2]1[CH:7]=[CH:6][C:5]([C:8]#[C:9][C:10]2[N:11]([CH2:23][CH3:24])[C:12]3[C:17]([C:18]=2[C:19]#[N:20])=[CH:16][CH:15]=[C:14]([O:21][CH3:22])[CH:13]=3)=[CH:4][CH:3]=1)=[O:30]. (4) Given the reactants Cl[C:2]1[CH:11]=[C:10](Cl)[CH:9]=[C:8]2[C:3]=1[CH:4]=[CH:5][N:6]=[CH:7]2.[CH2:13](B(O)O)[CH:14]([CH3:16])[CH3:15].[O-]P([O-])([O-])=O.[K+].[K+].[K+].[C:28]1([CH3:34])[CH:33]=CC=C[CH:29]=1, predict the reaction product. The product is: [CH2:13]([C:2]1[CH:11]=[C:10]([CH2:29][CH:28]([CH3:34])[CH3:33])[CH:9]=[C:8]2[C:3]=1[CH:4]=[CH:5][N:6]=[CH:7]2)[CH:14]([CH3:16])[CH3:15]. (5) Given the reactants Cl.[C:2]([NH:6][NH2:7])([CH3:5])([CH3:4])[CH3:3].C([O-])(=O)C.[Na+].C(O[CH:16]=[C:17]([C:23]#[N:24])[C:18]([O:20][CH2:21][CH3:22])=[O:19])C, predict the reaction product. The product is: [NH2:24][C:23]1[N:6]([C:2]([CH3:5])([CH3:4])[CH3:3])[N:7]=[CH:16][C:17]=1[C:18]([O:20][CH2:21][CH3:22])=[O:19]. (6) Given the reactants [N+:1]([C:4]1[CH:12]=[C:11]([F:13])[C:10](F)=[CH:9][C:5]=1[C:6]([OH:8])=[O:7])([O-:3])=[O:2].[NH:15]1[CH2:20][CH2:19][O:18][CH2:17][CH2:16]1, predict the reaction product. The product is: [F:13][C:11]1[C:10]([N:15]2[CH2:20][CH2:19][O:18][CH2:17][CH2:16]2)=[CH:9][C:5]([C:6]([OH:8])=[O:7])=[C:4]([N+:1]([O-:3])=[O:2])[CH:12]=1. (7) Given the reactants [Cl:1][C:2]1[C:7]([F:8])=[CH:6][C:5]([C@H:9]2[CH2:14][C@@H:13]([C:15](=[O:22])[CH2:16][C:17](OCC)=[O:18])[CH2:12][CH2:11][N:10]2[C:23]([O:25][CH3:26])=[O:24])=[CH:4][C:3]=1[F:27].[OH-].[Na+].[NH2:30]O.Cl, predict the reaction product. The product is: [Cl:1][C:2]1[C:7]([F:8])=[CH:6][C:5]([C@H:9]2[CH2:14][C@@H:13]([C:15]3[O:22][NH:30][C:17](=[O:18])[CH:16]=3)[CH2:12][CH2:11][N:10]2[C:23]([O:25][CH3:26])=[O:24])=[CH:4][C:3]=1[F:27]. (8) Given the reactants C([N:4]1[N:8]=[N:7][C:6]([C:9]2[CH:10]=[C:11]([CH:57]=[CH:58][CH:59]=2)[CH2:12][CH2:13][O:14][CH2:15][CH2:16][C:17]([N:19]([CH2:26][CH2:27][N:28]([CH2:36][CH2:37][C:38]2[C:43]3[O:44][CH2:45][C:46](=[O:48])[NH:47][C:42]=3[C:41]([O:49]C(OC(C)(C)C)=O)=[CH:40][CH:39]=2)C(=O)OC(C)(C)C)[CH:20]2[CH2:25][CH2:24][CH2:23][CH2:22][CH2:21]2)=[O:18])=[N:5]1)C=C.CN1C(=O)CC(=O)N(C)C1=O.[C:71]([OH:77])([C:73]([F:76])([F:75])[F:74])=[O:72], predict the reaction product. The product is: [F:74][C:73]([F:76])([F:75])[C:71]([OH:77])=[O:72].[N:7]1[NH:8][N:4]=[N:5][C:6]=1[C:9]1[CH:10]=[C:11]([CH:57]=[CH:58][CH:59]=1)[CH2:12][CH2:13][O:14][CH2:15][CH2:16][C:17]([N:19]([CH:20]1[CH2:25][CH2:24][CH2:23][CH2:22][CH2:21]1)[CH2:26][CH2:27][NH:28][CH2:36][CH2:37][C:38]1[C:43]2[O:44][CH2:45][C:46](=[O:48])[NH:47][C:42]=2[C:41]([OH:49])=[CH:40][CH:39]=1)=[O:18].